Dataset: Reaction yield outcomes from USPTO patents with 853,638 reactions. Task: Predict the reaction yield, written as a fraction of the theoretical maximum amount of product (1.0 means a 100% yield; for example, 0.34 means a 34% yield). (1) The reactants are Cl.[NH2:2][C:3]1[CH:12]=[C:11]([C:13]2[C:22]3[C:17](=[CH:18][C:19]([O:28][CH2:29][CH3:30])=[C:20]4[O:25][C:24]([CH3:27])([CH3:26])[CH2:23][C:21]4=3)[CH2:16][C:15]([CH3:32])([CH3:31])[N:14]=2)[CH:10]=[CH:9][C:4]=1[C:5]([O:7][CH3:8])=[O:6].Cl.[N:34]1[CH:39]=[CH:38][CH:37]=[CH:36][C:35]=1[C:40](Cl)=[O:41]. The catalyst is CN(C)C=O.CN(C)C1C=CN=CC=1. The product is [CH2:29]([O:28][C:19]1[CH:18]=[C:17]2[C:22](=[C:21]3[CH2:23][C:24]([CH3:27])([CH3:26])[O:25][C:20]=13)[C:13]([C:11]1[CH:10]=[CH:9][C:4]([C:5]([O:7][CH3:8])=[O:6])=[C:3]([NH:2][C:40]([C:35]3[CH:36]=[CH:37][CH:38]=[CH:39][N:34]=3)=[O:41])[CH:12]=1)=[N:14][C:15]([CH3:31])([CH3:32])[CH2:16]2)[CH3:30]. The yield is 0.790. (2) The reactants are [N:1]1[CH:6]=[CH:5][CH:4]=[C:3]([O:7][CH2:8][C@H:9]2[CH2:11][C@@H:10]2[C:12]2[CH:13]=[C:14]([OH:18])[CH:15]=[N:16][CH:17]=2)[CH:2]=1.[H-].[Na+].[C:21]([O:25][C:26]([N:28]1[CH2:31][CH2:30][C@H:29]1[CH2:32]OS(C1C=CC(C)=CC=1)(=O)=O)=[O:27])([CH3:24])([CH3:23])[CH3:22].[NH4+].[Cl-]. The catalyst is CN(C=O)C.[I-].C([N+](CCCC)(CCCC)CCCC)CCC. The product is [C:21]([O:25][C:26]([N:28]1[CH2:31][CH2:30][C@H:29]1[CH2:32][O:18][C:14]1[CH:15]=[N:16][CH:17]=[C:12]([C@H:10]2[CH2:11][C@@H:9]2[CH2:8][O:7][C:3]2[CH:2]=[N:1][CH:6]=[CH:5][CH:4]=2)[CH:13]=1)=[O:27])([CH3:24])([CH3:22])[CH3:23]. The yield is 0.790.